This data is from Forward reaction prediction with 1.9M reactions from USPTO patents (1976-2016). The task is: Predict the product of the given reaction. (1) Given the reactants [Br:1][C:2]1[CH:3]=[N:4][N:5]2[C:10]([N:11]([CH2:19][CH:20]3[CH2:22][CH2:21]3)[C:12](=[O:18])[O:13][C:14]([CH3:17])([CH3:16])[CH3:15])=[CH:9][C:8](Cl)=[N:7][C:6]=12.[OH:24][C:25]1[CH:26]=[N:27][CH:28]=[CH:29][CH:30]=1.C1CCN2C(=NCCC2)CC1.O, predict the reaction product. The product is: [Br:1][C:2]1[CH:3]=[N:4][N:5]2[C:10]([N:11]([CH2:19][CH:20]3[CH2:22][CH2:21]3)[C:12](=[O:18])[O:13][C:14]([CH3:17])([CH3:16])[CH3:15])=[CH:9][C:8]([O:24][C:25]3[CH:26]=[N:27][CH:28]=[CH:29][CH:30]=3)=[N:7][C:6]=12. (2) Given the reactants [F:1][C:2]1[CH:3]=[C:4]([C@:15]([NH:30][C:31](=[O:36])[CH2:32][C:33](=[O:35])[CH3:34])([C:23]2[CH:28]=[CH:27][C:26]([F:29])=[CH:25][CH:24]=2)[CH2:16][C:17]2[CH:22]=[CH:21][CH:20]=[CH:19][CH:18]=2)[CH:5]=[C:6]([O:8][C:9]([F:14])([F:13])[CH:10]([F:12])[F:11])[CH:7]=1.[BH4-].[Na+], predict the reaction product. The product is: [F:1][C:2]1[CH:3]=[C:4]([C@:15]([NH:30][C:31](=[O:36])[CH2:32][CH:33]([OH:35])[CH3:34])([C:23]2[CH:24]=[CH:25][C:26]([F:29])=[CH:27][CH:28]=2)[CH2:16][C:17]2[CH:18]=[CH:19][CH:20]=[CH:21][CH:22]=2)[CH:5]=[C:6]([O:8][C:9]([F:14])([F:13])[CH:10]([F:12])[F:11])[CH:7]=1. (3) Given the reactants O[CH2:2][C:3]1[CH:8]=[CH:7][C:6]([CH2:9][N:10]2[CH:15]=[CH:14][CH:13]=[CH:12][C:11]2=[O:16])=[CH:5][CH:4]=1.[Cl:17][C:18]1[N:23]=[C:22]([Cl:24])[N:21]=[C:20]2[NH:25][N:26]=[CH:27][C:19]=12.C1(P(C2C=CC=CC=2)C2C=CC=CC=2)C=CC=CC=1.N(/C(OC(C)C)=O)=N\C(OC(C)C)=O, predict the reaction product. The product is: [Cl:17][C:18]1[C:19]2[C:20](=[N:25][N:26]([CH2:2][C:3]3[CH:8]=[CH:7][C:6]([CH2:9][N:10]4[CH:15]=[CH:14][CH:13]=[CH:12][C:11]4=[O:16])=[CH:5][CH:4]=3)[CH:27]=2)[N:21]=[C:22]([Cl:24])[N:23]=1. (4) Given the reactants C([O:4][C:5]([C:7]1[C:16]2[C:11](=[CH:12][C:13]([O:17][CH3:18])=[CH:14][CH:15]=2)[CH:10]=[C:9]([NH:19][C:20]2[CH:24]=[C:23]([CH3:25])[NH:22][N:21]=2)[N:8]=1)=[O:6])(C)C.[OH-].[K+], predict the reaction product. The product is: [CH3:18][O:17][C:13]1[CH:12]=[C:11]2[C:16](=[CH:15][CH:14]=1)[C:7]([C:5]([OH:6])=[O:4])=[N:8][C:9]([NH:19][C:20]1[CH:24]=[C:23]([CH3:25])[NH:22][N:21]=1)=[CH:10]2. (5) The product is: [Cl:20][CH2:21][CH2:22][CH2:23][CH:24]([C:28]1[CH:33]=[CH:32][C:31]([CH3:34])=[CH:30][CH:29]=1)[C:25]([NH:37][NH:36][C:35]([O:39][C:40]([CH3:43])([CH3:42])[CH3:41])=[O:38])=[O:27]. Given the reactants C(N(C(C)C)CC)(C)C.C1C=CC2N(O)N=NC=2C=1.[Cl:20][CH2:21][CH2:22][CH2:23][CH:24]([C:28]1[CH:33]=[CH:32][C:31]([CH3:34])=[CH:30][CH:29]=1)[C:25]([OH:27])=O.[C:35]([O:39][C:40]([CH3:43])([CH3:42])[CH3:41])(=[O:38])[NH:36][NH2:37], predict the reaction product. (6) Given the reactants [CH2:1]([O:3][C:4]([CH:6]1[CH2:11][CH2:10][CH2:9][NH:8][CH2:7]1)=[O:5])[CH3:2].Br[C:13]1[CH2:27][C:16]2([CH2:19][N:18]([C:20]([O:22][C:23]([CH3:26])([CH3:25])[CH3:24])=[O:21])[CH2:17]2)[O:15][N:14]=1, predict the reaction product. The product is: [CH2:1]([O:3][C:4]([CH:6]1[CH2:11][CH2:10][CH2:9][N:8]([C:13]2[CH2:27][C:16]3([CH2:17][N:18]([C:20]([O:22][C:23]([CH3:25])([CH3:24])[CH3:26])=[O:21])[CH2:19]3)[O:15][N:14]=2)[CH2:7]1)=[O:5])[CH3:2]. (7) The product is: [NH:23]1[C:24]2[C:25](=[N:26][CH:27]=[CH:28][CH:29]=2)[N:30]=[C:22]1[CH:20]([C:17]1[CH:18]=[CH:19][C:14]([O:13][C:8]2[C:7]([CH:4]3[CH2:5][CH2:6][O:1][CH2:2][CH2:3]3)=[CH:12][CH:11]=[CH:10][N:9]=2)=[CH:15][CH:16]=1)[OH:21]. Given the reactants [O:1]1[CH2:6][CH:5]=[C:4]([C:7]2[C:8]([O:13][C:14]3[CH:19]=[CH:18][C:17]([C:20]([C:22]4[NH:23][C:24]5[C:25]([N:30]=4)=[N:26][CH:27]=[CH:28][CH:29]=5)=[O:21])=[CH:16][CH:15]=3)=[N:9][CH:10]=[CH:11][CH:12]=2)[CH2:3][CH2:2]1, predict the reaction product. (8) Given the reactants Cl.CCO.[CH3:5][C:6]1[N:10]=[C:9]([C:11]23[CH2:16][CH:15]2[CH2:14][N:13](C(OC(C)(C)C)=O)[CH2:12]3)[O:8][N:7]=1, predict the reaction product. The product is: [C:11]12([C:9]3[O:8][N:7]=[C:6]([CH3:5])[N:10]=3)[CH2:16][CH:15]1[CH2:14][NH:13][CH2:12]2. (9) Given the reactants [C:1]([C:4]1[C:12]2[C:7](=[CH:8][CH:9]=[C:10](C(O)=O)[CH:11]=2)[N:6]([CH2:16][C:17]([N:19]2[CH2:23][C@H:22]([F:24])[CH2:21][C@H:20]2[C:25](=[O:41])[NH:26][C:27]2[CH:32]=[CH:31][CH:30]=[C:29]([C:33]3[C:38]([Cl:39])=[CH:37][CH:36]=[CH:35][N:34]=3)[C:28]=2[F:40])=[O:18])[N:5]=1)(=[O:3])[NH2:2].[N-:42]=[C:43]=[O:44].[F:45][C:46]1([F:52])[CH2:51][CH2:50][CH2:49][NH:48][CH2:47]1, predict the reaction product. The product is: [Cl:39][C:38]1[C:33]([C:29]2[C:28]([F:40])=[C:27]([NH:26][C:25]([C@@H:20]3[CH2:21][C@@H:22]([F:24])[CH2:23][N:19]3[C:17](=[O:18])[CH2:16][N:6]3[C:7]4[C:12](=[CH:11][C:10]([NH:42][C:43]([N:48]5[CH2:49][CH2:50][CH2:51][C:46]([F:52])([F:45])[CH2:47]5)=[O:44])=[CH:9][CH:8]=4)[C:4]([C:1]([NH2:2])=[O:3])=[N:5]3)=[O:41])[CH:32]=[CH:31][CH:30]=2)=[N:34][CH:35]=[CH:36][CH:37]=1. (10) Given the reactants [C:1]1(=[O:9])[O:6][CH:4]([F:5])[C:3]([F:8])([F:7])[O:2]1.[Si](F)(F)(F)[F:11], predict the reaction product. The product is: [C:1]1(=[O:9])[O:6][C:4]([F:11])([F:5])[C:3]([F:8])([F:7])[O:2]1.